Dataset: Catalyst prediction with 721,799 reactions and 888 catalyst types from USPTO. Task: Predict which catalyst facilitates the given reaction. (1) Product: [OH:7][NH:8][C:9]([C:11]1[CH:16]=[CH:15][C:14]([C:17]2[CH:18]=[CH:19][CH:20]=[CH:21][CH:22]=2)=[CH:13][N:12]=1)=[O:10]. The catalyst class is: 12. Reactant: O1CCCCC1[O:7][NH:8][C:9]([C:11]1[CH:16]=[CH:15][C:14]([C:17]2[CH:22]=[CH:21][CH:20]=[CH:19][CH:18]=2)=[CH:13][N:12]=1)=[O:10]. (2) Reactant: [O:1]=[C:2]1[NH:6][C:5]2([CH2:11][CH2:10][CH2:9][CH2:8][CH2:7]2)[N:4]=[C:3]1[C:12]1[CH:19]=[CH:18][C:15]([C:16]#[N:17])=[CH:14][CH:13]=1.[H-].[Na+].Br[CH2:23][C:24]([NH:26][C:27]1[CH:32]=[CH:31][CH:30]=[C:29]([C:33]([F:36])([F:35])[F:34])[CH:28]=1)=[O:25].O. Product: [C:16]([C:15]1[CH:14]=[CH:13][C:12]([C:3]2[C:2](=[O:1])[N:6]([CH2:23][C:24]([NH:26][C:27]3[CH:32]=[CH:31][CH:30]=[C:29]([C:33]([F:34])([F:35])[F:36])[CH:28]=3)=[O:25])[C:5]3([CH2:7][CH2:8][CH2:9][CH2:10][CH2:11]3)[N:4]=2)=[CH:19][CH:18]=1)#[N:17]. The catalyst class is: 9. (3) Reactant: O.[Cl-].[Li+].[C:4]([O:8][C:9]([N:11]1[CH2:18][CH:17]2[CH:13]([CH2:14][C:15](C(OC)=O)([C:19]([O:21][CH3:22])=[O:20])[CH2:16]2)[CH2:12]1)=[O:10])([CH3:7])([CH3:6])[CH3:5]. Product: [C:4]([O:8][C:9]([N:11]1[CH2:12][CH:13]2[CH:17]([CH2:16][CH:15]([C:19]([O:21][CH3:22])=[O:20])[CH2:14]2)[CH2:18]1)=[O:10])([CH3:7])([CH3:6])[CH3:5]. The catalyst class is: 16. (4) Reactant: C(N(C(C)C)CC)(C)C.Cl[C:11]1[NH:12][C:13]2[C:18]([C:19](=O)[N:20]=1)=[C:17](OC)[C:16](OC)=[C:15](OC)[CH:14]=2.Cl[C:29]1C=C[N:32]=[C:31](CNC)[CH:30]=1. Product: [CH:19]1[C:18]2[C:17]3[CH:29]=[CH:30][CH:31]=[N:32][C:16]=3[CH:15]=[CH:14][C:13]=2[N:12]=[CH:11][N:20]=1. The catalyst class is: 14.